Dataset: Reaction yield outcomes from USPTO patents with 853,638 reactions. Task: Predict the reaction yield, written as a fraction of the theoretical maximum amount of product (1.0 means a 100% yield; for example, 0.34 means a 34% yield). (1) The reactants are Cl[CH2:2][CH2:3][CH2:4][CH2:5][O:6][C:7]1[CH:16]=[C:15]2[C:10]([C:11]([O:17][C:18]3[CH:23]=[CH:22][C:21]([CH3:24])=[CH:20][C:19]=3[C:25]([C:27]3[CH:32]=[CH:31][CH:30]=[CH:29][CH:28]=3)=[O:26])=[CH:12][CH:13]=[N:14]2)=[CH:9][C:8]=1[O:33][CH3:34].[C:35](=[O:38])([O-])[O-].[K+].[K+].O.[CH3:42][N:43](C)C=O. No catalyst specified. The product is [OH:38][CH2:35][CH2:42][NH:43][CH2:2][CH2:3][CH2:4][CH2:5][O:6][C:7]1[CH:16]=[C:15]2[C:10]([C:11]([O:17][C:18]3[CH:23]=[CH:22][C:21]([CH3:24])=[CH:20][C:19]=3[C:25]([C:27]3[CH:32]=[CH:31][CH:30]=[CH:29][CH:28]=3)=[O:26])=[CH:12][CH:13]=[N:14]2)=[CH:9][C:8]=1[O:33][CH3:34]. The yield is 0.510. (2) The reactants are [C:1]1([NH:7][NH:8][C:9]([C:11]2[C:20]3[C:15](=[CH:16][CH:17]=[CH:18][CH:19]=3)[N:14]=[C:13]([C:21]3[CH:26]=[CH:25][CH:24]=[CH:23][CH:22]=3)[C:12]=2[CH3:27])=[O:10])[CH:6]=[CH:5][CH:4]=[CH:3][CH:2]=1.Cl[C:29]([O:31][CH3:32])=[O:30]. The catalyst is C1(C)C=CC=CC=1.O. The product is [CH3:32][O:31][C:29]([N:7]([C:1]1[CH:6]=[CH:5][CH:4]=[CH:3][CH:2]=1)[NH:8][C:9]([C:11]1[C:20]2[C:15](=[CH:16][CH:17]=[CH:18][CH:19]=2)[N:14]=[C:13]([C:21]2[CH:22]=[CH:23][CH:24]=[CH:25][CH:26]=2)[C:12]=1[CH3:27])=[O:10])=[O:30]. The yield is 0.950.